This data is from Reaction yield outcomes from USPTO patents with 853,638 reactions. The task is: Predict the reaction yield, written as a fraction of the theoretical maximum amount of product (1.0 means a 100% yield; for example, 0.34 means a 34% yield). (1) The reactants are C([O:3][C:4]([C:6]1[CH:7]=[C:8]2[C:13](=[CH:14][CH:15]=1)[NH:12][CH:11]([C:16]1[CH:21]=[CH:20][CH:19]=[C:18]([NH2:22])[CH:17]=1)[C:10]([CH3:24])([CH3:23])[CH2:9]2)=[O:5])C.Cl. The catalyst is CO.O1CCCC1.[OH-].[Na+].O. The product is [NH2:22][C:18]1[CH:17]=[C:16]([CH:11]2[C:10]([CH3:23])([CH3:24])[CH2:9][C:8]3[C:13](=[CH:14][CH:15]=[C:6]([C:4]([OH:5])=[O:3])[CH:7]=3)[NH:12]2)[CH:21]=[CH:20][CH:19]=1. The yield is 0.880. (2) The reactants are [NH2:1][C:2]1[C:3]([NH:9][CH:10]([CH2:17][C:18]([O:20][CH2:21][CH3:22])=[O:19])[CH2:11][C:12](OCC)=[O:13])=[N:4][C:5]([Cl:8])=[CH:6][CH:7]=1.FC(F)(F)C(O)=O. The catalyst is C1(C)C=CC=CC=1. The yield is 0.700. The product is [Cl:8][C:5]1[CH:6]=[CH:7][C:2]2[NH:1][C:12](=[O:13])[CH2:11][CH:10]([CH2:17][C:18]([O:20][CH2:21][CH3:22])=[O:19])[NH:9][C:3]=2[N:4]=1. (3) The reactants are [Br:1][C:2]1[CH:3]=[C:4]([OH:9])[CH:5]=[C:6]([CH3:8])[CH:7]=1.[CH2:10](Br)[C:11]1[CH:16]=[CH:15][CH:14]=[CH:13][CH:12]=1.C(=O)([O-])[O-].[K+].[K+].Cl. The catalyst is CC(C)=O. The product is [CH2:10]([O:9][C:4]1[CH:5]=[C:6]([CH3:8])[CH:7]=[C:2]([Br:1])[CH:3]=1)[C:11]1[CH:16]=[CH:15][CH:14]=[CH:13][CH:12]=1. The yield is 1.00. (4) The reactants are [F:1][C:2]1[CH:3]=[C:4]([CH:17]=[CH:18][C:19]=1[F:20])[CH2:5][O:6][CH2:7][CH2:8][CH2:9][CH2:10][CH2:11][CH2:12][CH2:13][C:14]([OH:16])=O.C(N(CC)C(C)C)(C)C.Cl.Cl.[CH2:32]([O:39][C:40](=[O:48])[CH2:41][C@@H:42]([NH2:47])[CH2:43][N:44]([CH3:46])[CH3:45])[C:33]1[CH:38]=[CH:37][CH:36]=[CH:35][CH:34]=1. The catalyst is CN(C)C=O. The product is [CH2:32]([O:39][C:40](=[O:48])[CH2:41][C@@H:42]([NH:47][C:14](=[O:16])[CH2:13][CH2:12][CH2:11][CH2:10][CH2:9][CH2:8][CH2:7][O:6][CH2:5][C:4]1[CH:17]=[CH:18][C:19]([F:20])=[C:2]([F:1])[CH:3]=1)[CH2:43][N:44]([CH3:45])[CH3:46])[C:33]1[CH:38]=[CH:37][CH:36]=[CH:35][CH:34]=1. The yield is 0.500.